Dataset: HIV replication inhibition screening data with 41,000+ compounds from the AIDS Antiviral Screen. Task: Binary Classification. Given a drug SMILES string, predict its activity (active/inactive) in a high-throughput screening assay against a specified biological target. (1) The drug is Nc1nc(N)c(N)c(Nc2ccccc2)n1.O=S(=O)(O)O. The result is 0 (inactive). (2) The compound is CC(C)N(C(C)C)[PH]12O[PH]3(N(C(C)C)C(C)C)O[PH](N(C(C)C)C(C)C)(O[PH]4(N(C(C)C)C(C)C)O[PH](N(C(C)C)C(C)C)(O1)[Cr]34(C#[O+])(C#[O+])C#[O+])[Cr]2(C#[O+])(C#[O+])(C#[O+])C#[O+]. The result is 0 (inactive). (3) The drug is CN(C)CCSc1cccc(-c2cc(-c3cccc(SCCN(C)C)c3)nc(SCCN(C)C)n2)c1. The result is 0 (inactive). (4) The drug is O=c1ccn(C2CC(F)C(CO)S2)c(=O)[nH]1. The result is 0 (inactive). (5) The drug is COc1ccc(C(=O)c2ccc(OC)c3ccccc23)c2ccccc12. The result is 0 (inactive). (6) The drug is CC(C)=C1C2CCC1C(CO)C2CO. The result is 0 (inactive). (7) The compound is C#CC(C)(C)OC(=O)C(=[N+]=[N-])C(C)=O. The result is 0 (inactive).